Dataset: NCI-60 drug combinations with 297,098 pairs across 59 cell lines. Task: Regression. Given two drug SMILES strings and cell line genomic features, predict the synergy score measuring deviation from expected non-interaction effect. (1) Drug 1: C1CN1C2=NC(=NC(=N2)N3CC3)N4CC4. Drug 2: CC1C(C(CC(O1)OC2CC(OC(C2O)C)OC3=CC4=CC5=C(C(=O)C(C(C5)C(C(=O)C(C(C)O)O)OC)OC6CC(C(C(O6)C)O)OC7CC(C(C(O7)C)O)OC8CC(C(C(O8)C)O)(C)O)C(=C4C(=C3C)O)O)O)O. Cell line: UACC-257. Synergy scores: CSS=41.5, Synergy_ZIP=-0.874, Synergy_Bliss=-0.387, Synergy_Loewe=-3.09, Synergy_HSA=-1.85. (2) Drug 1: CC1=C2C(C(=O)C3(C(CC4C(C3C(C(C2(C)C)(CC1OC(=O)C(C(C5=CC=CC=C5)NC(=O)OC(C)(C)C)O)O)OC(=O)C6=CC=CC=C6)(CO4)OC(=O)C)OC)C)OC. Drug 2: CC1=C2C(C(=O)C3(C(CC4C(C3C(C(C2(C)C)(CC1OC(=O)C(C(C5=CC=CC=C5)NC(=O)C6=CC=CC=C6)O)O)OC(=O)C7=CC=CC=C7)(CO4)OC(=O)C)O)C)OC(=O)C. Cell line: 786-0. Synergy scores: CSS=74.3, Synergy_ZIP=8.66, Synergy_Bliss=8.74, Synergy_Loewe=12.5, Synergy_HSA=14.6. (3) Drug 1: CCCCCOC(=O)NC1=NC(=O)N(C=C1F)C2C(C(C(O2)C)O)O. Drug 2: C(CC(=O)O)C(=O)CN.Cl. Cell line: SR. Synergy scores: CSS=4.00, Synergy_ZIP=6.93, Synergy_Bliss=16.7, Synergy_Loewe=3.91, Synergy_HSA=6.53.